Task: Predict the reaction yield, written as a fraction of the theoretical maximum amount of product (1.0 means a 100% yield; for example, 0.34 means a 34% yield).. Dataset: Reaction yield outcomes from USPTO patents with 853,638 reactions The reactants are [CH:1]([C:4]1[N:8]=[C:7]([CH:9]2[CH2:14][CH2:13][NH:12][CH2:11][CH2:10]2)[O:6][N:5]=1)([CH3:3])[CH3:2].C1(C)C=CC=CC=1.C(=O)([O-])[O-].[K+].[K+].[Br:28][C:29]1[CH:30]=[N:31][C:32](Cl)=[C:33]([CH:36]=1)[C:34]#[N:35]. The catalyst is CN(C)C=O. The product is [Br:28][C:29]1[CH:30]=[N:31][C:32]([N:12]2[CH2:13][CH2:14][CH:9]([C:7]3[O:6][N:5]=[C:4]([CH:1]([CH3:3])[CH3:2])[N:8]=3)[CH2:10][CH2:11]2)=[C:33]([CH:36]=1)[C:34]#[N:35]. The yield is 0.894.